This data is from Catalyst prediction with 721,799 reactions and 888 catalyst types from USPTO. The task is: Predict which catalyst facilitates the given reaction. Reactant: [F:1][C:2]1[CH:10]=[C:9]([C:11]([F:14])([F:13])[F:12])[CH:8]=[C:7]([C:15]([F:18])([F:17])[F:16])[C:3]=1[C:4](Cl)=[O:5].[NH2:19][C:20]1[CH:21]=[CH:22][C:23]([C:26]([O:28][CH3:29])=[O:27])=[N:24][CH:25]=1.N1C=CC=CC=1.Cl. Product: [F:1][C:2]1[CH:10]=[C:9]([C:11]([F:14])([F:13])[F:12])[CH:8]=[C:7]([C:15]([F:18])([F:17])[F:16])[C:3]=1[C:4]([NH:19][C:20]1[CH:21]=[CH:22][C:23]([C:26]([O:28][CH3:29])=[O:27])=[N:24][CH:25]=1)=[O:5]. The catalyst class is: 4.